Task: Predict which catalyst facilitates the given reaction.. Dataset: Catalyst prediction with 721,799 reactions and 888 catalyst types from USPTO Reactant: [CH:1]1([C:4]2[N:9]=[C:8]([CH2:10][N:11]3[C:19]4[C:14](=[C:15]([NH:20][C:21]([C:23]5[N:27]6[CH:28]=[CH:29][C:30]([O:32][CH2:33][CH2:34][N:35]7[CH2:40][CH2:39][N:38]([CH3:41])[C@H:37]([CH3:42])[CH2:36]7)=[CH:31][C:26]6=[N:25][CH:24]=5)=[O:22])[CH:16]=[CH:17][CH:18]=4)[C:13]([CH3:43])=[N:12]3)[CH:7]=[CH:6][CH:5]=2)[CH2:3][CH2:2]1.[ClH:44].O1CCOCC1. Product: [ClH:44].[ClH:44].[CH:1]1([C:4]2[N:9]=[C:8]([CH2:10][N:11]3[C:19]4[C:14](=[C:15]([NH:20][C:21]([C:23]5[N:27]6[CH:28]=[CH:29][C:30]([O:32][CH2:33][CH2:34][N:35]7[CH2:40][CH2:39][N:38]([CH3:41])[C@H:37]([CH3:42])[CH2:36]7)=[CH:31][C:26]6=[N:25][CH:24]=5)=[O:22])[CH:16]=[CH:17][CH:18]=4)[C:13]([CH3:43])=[N:12]3)[CH:7]=[CH:6][CH:5]=2)[CH2:3][CH2:2]1. The catalyst class is: 61.